From a dataset of Forward reaction prediction with 1.9M reactions from USPTO patents (1976-2016). Predict the product of the given reaction. The product is: [CH3:48][O:47][CH:39]([C:40]1([CH3:46])[CH2:45][CH2:44][CH2:43][CH2:42][CH2:41]1)[C:30]1[CH:31]=[CH:32][C:33]([C:35]([F:38])([F:37])[F:36])=[CH:34][C:29]=1[CH2:28][N:7]([CH2:6][C:5]1[CH:4]=[C:3]([C:2]([F:1])([F:21])[F:22])[CH:16]=[C:15]([C:17]([F:19])([F:20])[F:18])[CH:14]=1)[C:8]1[N:9]=[N:10][N:11]([CH3:13])[N:12]=1. Given the reactants [F:1][C:2]([F:22])([F:21])[C:3]1[CH:4]=[C:5]([CH:14]=[C:15]([C:17]([F:20])([F:19])[F:18])[CH:16]=1)[CH2:6][NH:7][C:8]1[N:9]=[N:10][N:11]([CH3:13])[N:12]=1.[H-].[Na+].[H][H].Br[CH2:28][C:29]1[CH:34]=[C:33]([C:35]([F:38])([F:37])[F:36])[CH:32]=[CH:31][C:30]=1[CH:39]([O:47][CH3:48])[C:40]1([CH3:46])[CH2:45][CH2:44][CH2:43][CH2:42][CH2:41]1.[Cl-].[Li+], predict the reaction product.